From a dataset of Retrosynthesis with 50K atom-mapped reactions and 10 reaction types from USPTO. Predict the reactants needed to synthesize the given product. (1) Given the product CCOC(=O)C(C=O)(CCCCB1OC(C)(C)C(C)(C)O1)NC(=O)OCc1ccccc1, predict the reactants needed to synthesize it. The reactants are: CCOC(=O)C(CO)(CCCCB1OC(C)(C)C(C)(C)O1)NC(=O)OCc1ccccc1. (2) The reactants are: CC(C)(C)OC(=O)N1CCCN(S(=O)(=O)c2cc(C#N)ccc2F)CC1.Oc1cc(Cl)cc(Cl)c1. Given the product CC(C)(C)OC(=O)N1CCCN(S(=O)(=O)c2cc(C#N)ccc2Oc2cc(Cl)cc(Cl)c2)CC1, predict the reactants needed to synthesize it. (3) Given the product CC(C)(C)OC(=O)NCCNC(C(=O)Nc1ccc2c(cnn2C(=O)OC(C)(C)C)c1)c1cccc(Cl)c1, predict the reactants needed to synthesize it. The reactants are: CC(C)(C)OC(=O)NCCN.CC(C)(C)OC(=O)n1ncc2cc(NC(=O)C(OS(C)(=O)=O)c3cccc(Cl)c3)ccc21.